This data is from Forward reaction prediction with 1.9M reactions from USPTO patents (1976-2016). The task is: Predict the product of the given reaction. (1) Given the reactants Br[C:2]1[C:3]2[C:4]3[CH:17]=[CH:16][S:15][C:5]=3[C:6](=[O:14])[NH:7][C:8]=2[CH:9]=[CH:10][C:11]=1[O:12][CH3:13].[CH3:18][N:19]([CH3:38])[S:20]([C:23]1[CH:28]=[CH:27][C:26](B2OC(C)(C)C(C)(C)O2)=[CH:25][CH:24]=1)(=[O:22])=[O:21], predict the reaction product. The product is: [CH3:13][O:12][C:11]1[CH:10]=[CH:9][C:8]2[NH:7][C:6](=[O:14])[C:5]3[S:15][CH:16]=[CH:17][C:4]=3[C:3]=2[C:2]=1[C:26]1[CH:25]=[CH:24][C:23]([S:20]([N:19]([CH3:38])[CH3:18])(=[O:21])=[O:22])=[CH:28][CH:27]=1. (2) Given the reactants [CH2:1]=[CH:2][C:3]1[CH:8]=[CH:7][CH:6]=[CH:5][CH:4]=1.[CH2:9]([Li])[CH2:10][CH2:11][CH3:12].C=CC=C.Cl[SiH2][Si](Cl)(Cl)Cl, predict the reaction product. The product is: [CH2:1]=[CH:2][C:3]1[CH:8]=[CH:7][CH:6]=[CH:5][CH:4]=1.[CH2:9]=[CH:10][CH:11]=[CH2:12].[CH2:1]=[CH:2][C:3]1[CH:8]=[CH:7][CH:6]=[CH:5][CH:4]=1.